Dataset: Reaction yield outcomes from USPTO patents with 853,638 reactions. Task: Predict the reaction yield, written as a fraction of the theoretical maximum amount of product (1.0 means a 100% yield; for example, 0.34 means a 34% yield). (1) The reactants are [N+:1]([C:4]1[C:13]2[C:12](=[O:14])O[C:10]([CH3:15])=[N:9][C:8]=2[CH:7]=[CH:6][CH:5]=1)([O-:3])=[O:2].Cl.[NH2:17][CH:18]1[CH2:23][CH2:22][C:21](=[O:24])[NH:20][C:19]1=[O:25].CO. The catalyst is N1C=CC=CC=1. The product is [CH3:15][C:10]1[N:17]([CH:18]2[CH2:23][CH2:22][C:21](=[O:24])[NH:20][C:19]2=[O:25])[C:12](=[O:14])[C:13]2[C:8](=[CH:7][CH:6]=[CH:5][C:4]=2[N+:1]([O-:3])=[O:2])[N:9]=1. The yield is 0.270. (2) The reactants are C([O:3][C:4]([C:6]1[CH:7]=[N:8][N:9]([CH:12]2[CH2:16][CH2:15][CH2:14][CH2:13]2)[C:10]=1[Cl:11])=[O:5])C.O.[OH-].[Li+]. The catalyst is CO. The product is [Cl:11][C:10]1[N:9]([CH:12]2[CH2:16][CH2:15][CH2:14][CH2:13]2)[N:8]=[CH:7][C:6]=1[C:4]([OH:5])=[O:3]. The yield is 0.910. (3) The reactants are [O:1]1[CH2:3][CH:2]1[CH2:4][N:5]1[C:13]2[CH2:12][CH2:11][N:10]([C:14](=[O:16])[CH3:15])[CH2:9][C:8]=2[C:7]([C:17]2[CH:22]=[CH:21][C:20]([C:23]([F:26])([F:25])[F:24])=[CH:19][CH:18]=2)=[N:6]1.[Cl:27][C:28]1[CH:42]=[CH:41][C:31]2[N:32]=[C:33]([N:35]3[CH2:40][CH2:39][NH:38][CH2:37][CH2:36]3)[S:34][C:30]=2[CH:29]=1. The catalyst is CCO. The product is [Cl:27][C:28]1[CH:42]=[CH:41][C:31]2[N:32]=[C:33]([N:35]3[CH2:40][CH2:39][N:38]([CH2:3][CH:2]([OH:1])[CH2:4][N:5]4[C:13]5[CH2:12][CH2:11][N:10]([C:14](=[O:16])[CH3:15])[CH2:9][C:8]=5[C:7]([C:17]5[CH:22]=[CH:21][C:20]([C:23]([F:26])([F:25])[F:24])=[CH:19][CH:18]=5)=[N:6]4)[CH2:37][CH2:36]3)[S:34][C:30]=2[CH:29]=1. The yield is 0.900.